Predict the reactants needed to synthesize the given product. From a dataset of Full USPTO retrosynthesis dataset with 1.9M reactions from patents (1976-2016). (1) The reactants are: [Cl:1][C:2]1[C:10]2[N:9]=[C:8]3[N:11]([C:15]4[CH:20]=[CH:19][C:18]([Cl:21])=[CH:17][C:16]=4[Cl:22])[CH2:12][CH2:13][CH2:14][N:7]3[C:6]=2[C:5]([CH:23]([NH2:26])[CH2:24][CH3:25])=[CH:4][CH:3]=1.C(N(CC)CC)C.Cl[C:35]([O:37][CH3:38])=[O:36].O. Given the product [Cl:1][C:2]1[C:10]2[N:9]=[C:8]3[N:11]([C:15]4[CH:20]=[CH:19][C:18]([Cl:21])=[CH:17][C:16]=4[Cl:22])[CH2:12][CH2:13][CH2:14][N:7]3[C:6]=2[C:5]([CH:23]([NH:26][C:35](=[O:36])[O:37][CH3:38])[CH2:24][CH3:25])=[CH:4][CH:3]=1, predict the reactants needed to synthesize it. (2) Given the product [CH3:17][O:18][CH2:2][CH2:1][N:3]1[CH:7]=[C:6]([B:8]2[O:12][C:11]([CH3:14])([CH3:13])[C:10]([CH3:15])([CH3:16])[O:9]2)[CH:5]=[N:4]1, predict the reactants needed to synthesize it. The reactants are: [CH2:1]([N:3]1[CH:7]=[C:6]([B:8]2[O:12][C:11]([CH3:14])([CH3:13])[C:10]([CH3:16])([CH3:15])[O:9]2)[CH:5]=[N:4]1)[CH3:2].[CH3:17][O:18]CCN1C=C(Br)C=N1. (3) Given the product [Cl:21][C:22]1[CH:23]=[CH:24][C:25]([CH3:31])=[C:26]([C:27]([N:13]2[CH2:14][CH:15]3[CH:11]([CH2:10][N:9]([C:4]4[N:5]=[C:6]([CH3:8])[CH:7]=[C:2]([CH3:1])[N:3]=4)[CH2:16]3)[CH2:12]2)=[O:28])[CH:30]=1, predict the reactants needed to synthesize it. The reactants are: [CH3:1][C:2]1[CH:7]=[C:6]([CH3:8])[N:5]=[C:4]([N:9]2[CH2:16][CH:15]3[CH:11]([CH2:12][NH:13][CH2:14]3)[CH2:10]2)[N:3]=1.CC(O)=O.[Cl:21][C:22]1[CH:23]=[CH:24][C:25]([CH3:31])=[C:26]([CH:30]=1)[C:27](O)=[O:28]. (4) Given the product [CH2:17]([O:19][CH2:20][CH2:21][C@@H:22]1[NH:23][CH2:24][CH2:25][N:26]([C:5]2[C:4]3[CH:3]=[C:2]([CH3:1])[S:11][C:10]=3[NH:9][C:8]3[CH:12]=[CH:13][CH:14]=[CH:15][C:7]=3[N:6]=2)[CH2:27]1)[CH3:18], predict the reactants needed to synthesize it. The reactants are: [CH3:1][C:2]1[S:11][C:10]2[NH:9][C:8]3[CH:12]=[CH:13][CH:14]=[CH:15][C:7]=3[NH:6][C:5](=S)[C:4]=2[CH:3]=1.[CH2:17]([O:19][CH2:20][CH2:21][C@H:22]1[CH2:27][NH:26][CH2:25][CH2:24][NH:23]1)[CH3:18]. (5) Given the product [Cl:39][C:37]1[CH:36]=[CH:35][C:34]([N:40]2[CH:44]=[N:43][N:42]=[N:41]2)=[C:33]([C:30]2[CH:31]=[CH:32][N:27]([CH:19]([C:18]3[NH:17][C:7]4[CH:8]=[CH:9][C:10]([N:12]5[CH:16]=[CH:15][CH:14]=[N:13]5)=[CH:11][C:6]=4[N:5]=3)[CH2:20][C:21]3[CH:26]=[CH:25][CH:24]=[CH:23][CH:22]=3)[C:28](=[O:45])[CH:29]=2)[CH:38]=1, predict the reactants needed to synthesize it. The reactants are: C(O)(=O)C.[NH2:5][C:6]1[CH:11]=[C:10]([N:12]2[CH:16]=[CH:15][CH:14]=[N:13]2)[CH:9]=[CH:8][C:7]=1[NH:17][C:18](=O)[CH:19]([N:27]1[CH:32]=[CH:31][C:30]([C:33]2[CH:38]=[C:37]([Cl:39])[CH:36]=[CH:35][C:34]=2[N:40]2[CH:44]=[N:43][N:42]=[N:41]2)=[CH:29][C:28]1=[O:45])[CH2:20][C:21]1[CH:26]=[CH:25][CH:24]=[CH:23][CH:22]=1.[OH-].[Na+]. (6) Given the product [Cl:12][C:13]1[CH:18]=[C:17]([C:19]2[CH:24]=[CH:23][CH:22]=[CH:21][CH:20]=2)[CH:16]=[CH:15][N+:14]=1[O-:9], predict the reactants needed to synthesize it. The reactants are: ClC1C=CC=C(C(OO)=[O:9])C=1.[Cl:12][C:13]1[CH:18]=[C:17]([C:19]2[CH:24]=[CH:23][CH:22]=[CH:21][CH:20]=2)[CH:16]=[CH:15][N:14]=1. (7) The reactants are: [CH:1]1([CH:7]([CH3:12])[C:8]([O:10]C)=[O:9])[CH2:6][CH2:5][CH2:4][CH2:3][CH2:2]1.O.[OH-].[Li+]. Given the product [CH:1]1([CH:7]([CH3:12])[C:8]([OH:10])=[O:9])[CH2:6][CH2:5][CH2:4][CH2:3][CH2:2]1, predict the reactants needed to synthesize it. (8) Given the product [C:1]([N:5]1[CH:11]=[CH:8][C:9]([NH2:10])=[N:6]1)([CH3:4])([CH3:3])[CH3:2], predict the reactants needed to synthesize it. The reactants are: [C:1]([NH:5][NH2:6])([CH3:4])([CH3:3])[CH3:2].Cl[C:8](=[CH2:11])[C:9]#[N:10].CC([O-])=O.[Na+]. (9) Given the product [C:13]([C:16]1[CH:21]=[CH:20][C:19]([O:9][CH:7]2[CH2:8][N:3]([CH2:1][CH3:2])[CH2:4][C:5]3[CH:12]=[CH:11][O:10][C:6]2=3)=[C:18]([Cl:23])[CH:17]=1)(=[O:15])[NH2:14], predict the reactants needed to synthesize it. The reactants are: [CH2:1]([N:3]1[CH2:8][CH:7]([OH:9])[C:6]2[O:10][CH:11]=[CH:12][C:5]=2[CH2:4]1)[CH3:2].[C:13]([C:16]1[CH:21]=[CH:20][C:19](F)=[C:18]([Cl:23])[CH:17]=1)(=[O:15])[NH2:14].